This data is from Catalyst prediction with 721,799 reactions and 888 catalyst types from USPTO. The task is: Predict which catalyst facilitates the given reaction. (1) The catalyst class is: 9. Reactant: Br[C:2]1[C:3]([C:16]2[CH:21]=[CH:20][CH:19]=[CH:18][CH:17]=2)=[N:4][C:5]2[C:10]([N:11]=1)=[CH:9][C:8]([C:12]([O:14][CH3:15])=[O:13])=[CH:7][CH:6]=2.[CH2:22]1[C:31]2[C:26](=[CH:27][CH:28]=[CH:29][CH:30]=2)[CH2:25][CH2:24][NH:23]1.C(=O)([O-])[O-].[K+].[K+]. Product: [CH2:22]1[C:31]2[C:26](=[CH:27][CH:28]=[CH:29][CH:30]=2)[CH2:25][CH2:24][N:23]1[C:2]1[C:3]([C:16]2[CH:21]=[CH:20][CH:19]=[CH:18][CH:17]=2)=[N:4][C:5]2[C:10]([N:11]=1)=[CH:9][C:8]([C:12]([O:14][CH3:15])=[O:13])=[CH:7][CH:6]=2. (2) Reactant: [C:1]1([CH2:7][C:8]([C:10]2[CH:14]=[CH:13][N:12]([S:15]([C:18]3[CH:23]=[CH:22][CH:21]=[CH:20][CH:19]=3)(=[O:17])=[O:16])[CH:11]=2)=O)[CH:6]=[CH:5][CH:4]=[CH:3][CH:2]=1.[CH2:24]([O:26][C:27]1[CH:28]=[C:29]([CH:32]=[C:33]([N+:36]([O-:38])=[O:37])[C:34]=1[OH:35])[CH:30]=O)[CH3:25].[NH2:39][C:40]([NH2:42])=[O:41].Cl. Product: [CH2:24]([O:26][C:27]1[CH:28]=[C:29]([CH:30]2[C:7]([C:1]3[CH:6]=[CH:5][CH:4]=[CH:3][CH:2]=3)=[C:8]([C:10]3[CH:14]=[CH:13][N:12]([S:15]([C:18]4[CH:23]=[CH:22][CH:21]=[CH:20][CH:19]=4)(=[O:17])=[O:16])[CH:11]=3)[NH:42][C:40](=[O:41])[NH:39]2)[CH:32]=[C:33]([N+:36]([O-:38])=[O:37])[C:34]=1[OH:35])[CH3:25]. The catalyst class is: 8. (3) Reactant: Br[C:2]1[C:11]2[O:10][CH:9]([CH3:12])[CH2:8][N:7]([C:13]([O:15][C:16]([CH3:19])([CH3:18])[CH3:17])=[O:14])[CH2:6][C:5]=2[S:4][CH:3]=1.[CH3:20][O:21][C:22]1[CH:23]=[C:24](B(O)O)[CH:25]=[CH:26][CH:27]=1.C(=O)([O-])[O-].[K+].[K+].O. Product: [CH3:20][O:21][C:22]1[CH:27]=[C:26]([C:2]2[C:11]3[O:10][CH:9]([CH3:12])[CH2:8][N:7]([C:13]([O:15][C:16]([CH3:19])([CH3:18])[CH3:17])=[O:14])[CH2:6][C:5]=3[S:4][CH:3]=2)[CH:25]=[CH:24][CH:23]=1. The catalyst class is: 600. (4) Reactant: [Cl:1][C:2]1[CH:3]=[C:4]([CH:23]=[CH:24][CH:25]=1)[O:5][C:6]1[CH:11]=[CH:10][C:9]([B:12]2[O:16]C(C)(C)C(C)(C)[O:13]2)=[CH:8][C:7]=1[O:21][CH3:22].I([O-])(=O)(=O)=O.[Na+].C([O-])(=O)C.[NH4+].O. Product: [Cl:1][C:2]1[CH:3]=[C:4]([CH:23]=[CH:24][CH:25]=1)[O:5][C:6]1[CH:11]=[CH:10][C:9]([B:12]([OH:13])[OH:16])=[CH:8][C:7]=1[O:21][CH3:22]. The catalyst class is: 21. (5) Reactant: [C:1]([C:3]1([C:6]([OH:8])=O)[CH2:5][CH2:4]1)#[N:2].CCN(C(C)C)C(C)C.F[P-](F)(F)(F)(F)F.N1(O[P+](N(C)C)(N(C)C)N(C)C)C2C=CC=CC=2N=N1.Br.[Br:46][C:47]1[N:48]=[C:49]2[C:54]([NH:55][C@H:56]3[C@@H:60]([CH3:61])[CH2:59][NH:58][CH2:57]3)=[C:53]([C:62]([NH2:64])=[O:63])[CH:52]=[N:51][N:50]2[CH:65]=1. Product: [Br:46][C:47]1[N:48]=[C:49]2[C:54]([NH:55][C@H:56]3[C@@H:60]([CH3:61])[CH2:59][N:58]([C:6]([C:3]4([C:1]#[N:2])[CH2:5][CH2:4]4)=[O:8])[CH2:57]3)=[C:53]([C:62]([NH2:64])=[O:63])[CH:52]=[N:51][N:50]2[CH:65]=1. The catalyst class is: 2.